From a dataset of Peptide-MHC class I binding affinity with 185,985 pairs from IEDB/IMGT. Regression. Given a peptide amino acid sequence and an MHC pseudo amino acid sequence, predict their binding affinity value. This is MHC class I binding data. (1) The peptide sequence is KSLFNTIATLY. The MHC is HLA-A11:01 with pseudo-sequence HLA-A11:01. The binding affinity (normalized) is 0.566. (2) The MHC is HLA-A02:19 with pseudo-sequence HLA-A02:19. The peptide sequence is KLMPGSIYV. The binding affinity (normalized) is 1.00. (3) The peptide sequence is ILDIAGFEI. The MHC is HLA-A02:03 with pseudo-sequence HLA-A02:03. The binding affinity (normalized) is 0.487. (4) The peptide sequence is GLSRYVARV. The MHC is HLA-A31:01 with pseudo-sequence HLA-A31:01. The binding affinity (normalized) is 0.0651. (5) The peptide sequence is LLKPGGVQW. The binding affinity (normalized) is 0.0847. The MHC is HLA-A31:01 with pseudo-sequence HLA-A31:01. (6) The peptide sequence is LTLAIYHPQQFVYAG. The MHC is HLA-A03:01 with pseudo-sequence HLA-A03:01. The binding affinity (normalized) is 0.434. (7) The peptide sequence is STLMYEIV. The MHC is H-2-Kb with pseudo-sequence H-2-Kb. The binding affinity (normalized) is 0.424. (8) The peptide sequence is FTNDSIISH. The MHC is HLA-A24:02 with pseudo-sequence HLA-A24:02. The binding affinity (normalized) is 0. (9) The peptide sequence is FYIPLMTRL. The MHC is HLA-A24:03 with pseudo-sequence HLA-A24:03. The binding affinity (normalized) is 1.00. (10) The peptide sequence is YFVKYPNL. The MHC is H-2-Kb with pseudo-sequence H-2-Kb. The binding affinity (normalized) is 0.493.